From a dataset of Full USPTO retrosynthesis dataset with 1.9M reactions from patents (1976-2016). Predict the reactants needed to synthesize the given product. (1) Given the product [N:22]1([CH2:29][CH2:30][O:31][C:32]2[CH:40]=[CH:39][C:35]([CH2:36][N:56]([CH2:55][CH3:54])[C:57]3[CH:62]=[CH:61][CH:60]=[CH:59][C:58]=3[C:63]3[CH2:69][CH2:68][CH2:67][C:66]4[CH:70]=[C:71]([O:74][CH3:75])[CH:72]=[CH:73][C:65]=4[CH:64]=3)=[CH:34][CH:33]=2)[CH2:28][CH2:27][CH2:26][CH2:25][CH2:24][CH2:23]1, predict the reactants needed to synthesize it. The reactants are: COC1C=CC2C=C(C3C=CC=CC=3N)CCCC=2C=1.Cl.[N:22]1([CH2:29][CH2:30][O:31][C:32]2[CH:40]=[CH:39][C:35]([C:36](O)=O)=[CH:34][CH:33]=2)[CH2:28][CH2:27][CH2:26][CH2:25][CH2:24][CH2:23]1.N1(CCOC2C=C[C:54]([CH2:55][NH:56][C:57]3[CH:62]=[CH:61][CH:60]=[CH:59][C:58]=3[C:63]3[CH2:69][CH2:68][CH2:67][C:66]4[CH:70]=[C:71]([O:74][CH3:75])[CH:72]=[CH:73][C:65]=4[CH:64]=3)=CC=2)CCCCCC1. (2) Given the product [O:27]1[CH2:28][CH2:29][C@@H:25]([O:24][C:21]2[CH:20]=[CH:19][C:18]([C:15]3[CH:16]=[CH:17][C:12]([C:10]([OH:11])=[O:9])=[CH:13][CH:14]=3)=[CH:23][CH:22]=2)[CH2:26]1, predict the reactants needed to synthesize it. The reactants are: C[C@@H]([O:9][C:10]([C:12]1[CH:17]=[CH:16][C:15]([C:18]2[CH:23]=[CH:22][C:21]([O:24][C@@H:25]3[CH2:29][CH2:28][O:27][CH2:26]3)=[CH:20][CH:19]=2)=[CH:14][CH:13]=1)=[O:11])CCCCCC.[OH-].[Li+]. (3) Given the product [CH3:32][N:31]([CH3:33])[CH:28]1[CH2:29][CH2:30][N:25]([CH2:24][C:22]2[S:23][C:18]3[C:17]([N:34]4[CH2:39][CH2:38][O:37][CH2:36][CH2:35]4)=[N:16][C:15]([C:12]4[N:11]5[CH:40]=[CH:41][N:42]=[C:10]5[C:9]([OH:8])=[CH:14][CH:13]=4)=[N:20][C:19]=3[CH:21]=2)[CH2:26][CH2:27]1, predict the reactants needed to synthesize it. The reactants are: C([O:8][C:9]1[C:10]2[N:11]([CH:40]=[CH:41][N:42]=2)[C:12]([C:15]2[N:16]=[C:17]([N:34]3[CH2:39][CH2:38][O:37][CH2:36][CH2:35]3)[C:18]3[S:23][C:22]([CH2:24][N:25]4[CH2:30][CH2:29][CH:28]([N:31]([CH3:33])[CH3:32])[CH2:27][CH2:26]4)=[CH:21][C:19]=3[N:20]=2)=[CH:13][CH:14]=1)C1C=CC=CC=1.